From a dataset of Peptide-MHC class I binding affinity with 185,985 pairs from IEDB/IMGT. Regression. Given a peptide amino acid sequence and an MHC pseudo amino acid sequence, predict their binding affinity value. This is MHC class I binding data. (1) The peptide sequence is LLILSCIFA. The MHC is HLA-A02:06 with pseudo-sequence HLA-A02:06. The binding affinity (normalized) is 0.659. (2) The peptide sequence is TSTLQEQIGW. The MHC is HLA-A24:02 with pseudo-sequence HLA-A24:02. The binding affinity (normalized) is 0. (3) The peptide sequence is TTYLGPLSCK. The MHC is HLA-A31:01 with pseudo-sequence HLA-A31:01. The binding affinity (normalized) is 0.418. (4) The peptide sequence is KVIQPRVEK. The MHC is HLA-A68:02 with pseudo-sequence HLA-A68:02. The binding affinity (normalized) is 0.